Dataset: Reaction yield outcomes from USPTO patents with 853,638 reactions. Task: Predict the reaction yield, written as a fraction of the theoretical maximum amount of product (1.0 means a 100% yield; for example, 0.34 means a 34% yield). (1) The reactants are C1C2C(COC([NH:18][C@H:19]([C:23]([N:25]([C@@H:27]([C@@H:57]([CH3:60])[CH2:58][CH3:59])[C@H:28]([O:55][CH3:56])[CH2:29][C:30]([N:32]3[CH2:36][CH2:35][CH2:34][C@H:33]3[C@H:37]([O:53][CH3:54])[C@@H:38]([CH3:52])[C:39]([NH:41][C@H:42]([CH3:51])[C@@H:43]([OH:50])[C:44]3[CH:49]=[CH:48][CH:47]=[CH:46][CH:45]=3)=[O:40])=[O:31])[CH3:26])=[O:24])[CH:20]([CH3:22])[CH3:21])=O)C3C(=CC=CC=3)C=2C=CC=1.C1COCC1.C(NCC)C. No catalyst specified. The product is [OH:50][C@@H:43]([C:44]1[CH:45]=[CH:46][CH:47]=[CH:48][CH:49]=1)[C@H:42]([NH:41][C:39](=[O:40])[C@H:38]([CH3:52])[C@H:37]([C@@H:33]1[CH2:34][CH2:35][CH2:36][N:32]1[C:30](=[O:31])[CH2:29][C@@H:28]([O:55][CH3:56])[C@@H:27]([N:25]([CH3:26])[C:23](=[O:24])[C@H:19]([CH:20]([CH3:21])[CH3:22])[NH2:18])[C@@H:57]([CH3:60])[CH2:58][CH3:59])[O:53][CH3:54])[CH3:51]. The yield is 0.430. (2) The reactants are [N+:1]([C:4]1[CH:18]=[CH:17][C:7]([CH2:8][P:9](=[O:16])([O:13][CH2:14][CH3:15])[O:10][CH2:11][CH3:12])=[CH:6][CH:5]=1)([O-])=O.[NH4+].[Cl-]. The catalyst is C(O)C.O.[Fe]. The product is [NH2:1][C:4]1[CH:5]=[CH:6][C:7]([CH2:8][P:9](=[O:16])([O:10][CH2:11][CH3:12])[O:13][CH2:14][CH3:15])=[CH:17][CH:18]=1. The yield is 0.560. (3) The reactants are [C:1]([CH:3]1[CH2:8][CH:7]([C:9]([O:11]CC)=[O:10])[CH2:6][CH2:5][N:4]1[C:14]([O:16][CH2:17][C:18]1[CH:23]=[CH:22][CH:21]=[CH:20][CH:19]=1)=[O:15])#[N:2].O[Li].O. The catalyst is C1COCC1.O. The product is [CH2:17]([O:16][C:14]([N:4]1[CH2:5][CH2:6][CH:7]([C:9]([OH:11])=[O:10])[CH2:8][CH:3]1[C:1]#[N:2])=[O:15])[C:18]1[CH:23]=[CH:22][CH:21]=[CH:20][CH:19]=1. The yield is 0.950. (4) The reactants are C(N(C(C)C)CC)(C)C.[NH2:10][C:11]1[CH:26]=[CH:25][C:24]([Cl:27])=[CH:23][C:12]=1[C:13]([NH:15][CH2:16][CH:17]1[CH2:22][CH2:21][CH2:20][CH2:19][CH2:18]1)=[O:14].[N:28]1[C:37]2[C:32](=[CH:33][CH:34]=[CH:35][CH:36]=2)[C:31]([C:38](O)=[O:39])=[CH:30][CH:29]=1.CN(C(ON1N=NC2C=CC=NC1=2)=[N+](C)C)C.F[P-](F)(F)(F)(F)F. No catalyst specified. The product is [Cl:27][C:24]1[CH:25]=[CH:26][C:11]([NH:10][C:38]([C:31]2[C:32]3[C:37](=[CH:36][CH:35]=[CH:34][CH:33]=3)[N:28]=[CH:29][CH:30]=2)=[O:39])=[C:12]([C:13]([NH:15][CH2:16][CH:17]2[CH2:22][CH2:21][CH2:20][CH2:19][CH2:18]2)=[O:14])[CH:23]=1. The yield is 0.100. (5) The reactants are [Cl:1][C:2]1[CH:11]=[C:10]([C:12]2[N:17]=[C:16]3[N:18]([CH2:21][C:22]4[CH:23]=[C:24]5[C:29](=[CH:30][CH:31]=4)[N:28]=[CH:27][CH:26]=[CH:25]5)[N:19]=[N:20][C:15]3=[CH:14][CH:13]=2)[CH:9]=[CH:8][C:3]=1[C:4]([O:6]C)=[O:5].[OH-].[Li+].C1COCC1.Cl. The catalyst is CO.O. The product is [Cl:1][C:2]1[CH:11]=[C:10]([C:12]2[N:17]=[C:16]3[N:18]([CH2:21][C:22]4[CH:23]=[C:24]5[C:29](=[CH:30][CH:31]=4)[N:28]=[CH:27][CH:26]=[CH:25]5)[N:19]=[N:20][C:15]3=[CH:14][CH:13]=2)[CH:9]=[CH:8][C:3]=1[C:4]([OH:6])=[O:5]. The yield is 0.930. (6) The reactants are [H-].[Al+3].[Li+].[H-].[H-].[H-].[NH:7]1[C:15]2[CH:14]=[CH:13][CH:12]=[C:11]([C:16]#[N:17])[C:10]=2[CH:9]=[CH:8]1.[OH-].[Na+]. The catalyst is O1CCCC1. The product is [NH:7]1[C:15]2[CH:14]=[CH:13][CH:12]=[C:11]([CH2:16][NH2:17])[C:10]=2[CH:9]=[CH:8]1. The yield is 0.800. (7) The reactants are [OH:1][CH2:2][C:3]1[CH:4]=[C:5]2[C:10](=[CH:11][CH:12]=1)[CH:9]=[C:8]([C:13]([O:15][CH3:16])=[O:14])[CH:7]=[CH:6]2. The catalyst is ClCCl.[O-2].[O-2].[Mn+4]. The product is [CH:2]([C:3]1[CH:4]=[C:5]2[C:10](=[CH:11][CH:12]=1)[CH:9]=[C:8]([C:13]([O:15][CH3:16])=[O:14])[CH:7]=[CH:6]2)=[O:1]. The yield is 0.900.